This data is from Full USPTO retrosynthesis dataset with 1.9M reactions from patents (1976-2016). The task is: Predict the reactants needed to synthesize the given product. (1) Given the product [CH:1]([NH:4][CH2:5][CH:6]1[CH2:10][CH2:9][CH2:8][N:7]1[C:21]1[N:26]([CH3:27])[C:25](=[O:28])[C:24]([C:29]2[CH:38]=[CH:37][C:36]3[C:31](=[CH:32][CH:33]=[CH:34][CH:35]=3)[CH:30]=2)=[C:23]([C:39]2[CH:44]=[CH:43][N:42]=[CH:41][CH:40]=2)[N:22]=1)([CH3:3])[CH3:2], predict the reactants needed to synthesize it. The reactants are: [CH:1]([NH:4][CH2:5][C@H:6]1[CH2:10][CH2:9][CH2:8][NH:7]1)([CH3:3])[CH3:2].C(N(C(C)C)CC)(C)C.Cl[C:21]1[N:26]([CH3:27])[C:25](=[O:28])[C:24]([C:29]2[CH:38]=[CH:37][C:36]3[C:31](=[CH:32][CH:33]=[CH:34][CH:35]=3)[CH:30]=2)=[C:23]([C:39]2[CH:44]=[CH:43][N:42]=[CH:41][CH:40]=2)[N:22]=1.BrC1C=C(C2C(=O)N(C)C(Cl)=NC=2C2C=CN=CC=2)C=CC=1. (2) Given the product [C:47]([O:46][C:44]([N:40]1[CH2:41][CH2:42][CH2:43][CH:38]([CH2:37][NH:36][C@:20]23[CH2:32][CH2:31][C@@H:30]([C:33]([CH3:35])=[CH2:34])[C@@H:21]2[C@@H:22]2[C@@:17]([CH3:51])([CH2:18][CH2:19]3)[C@@:16]3([CH3:52])[C@@H:25]([C@:26]4([CH3:29])[C@@H:13]([CH2:14][CH2:15]3)[C:12]([CH3:54])([CH3:53])[C:11]([C:8]3[CH:7]=[CH:6][C:5]([C:3]([OH:4])=[O:2])=[CH:10][CH:9]=3)=[CH:28][CH2:27]4)[CH2:24][CH2:23]2)[CH2:39]1)=[O:45])([CH3:48])([CH3:49])[CH3:50], predict the reactants needed to synthesize it. The reactants are: C[O:2][C:3]([C:5]1[CH:10]=[CH:9][C:8]([C:11]2[C:12]([CH3:54])([CH3:53])[C@H:13]3[C@:26]([CH3:29])([CH2:27][CH:28]=2)[C@@H:25]2[C@:16]([CH3:52])([C@@:17]4([CH3:51])[C@H:22]([CH2:23][CH2:24]2)[C@H:21]2[C@H:30]([C:33]([CH3:35])=[CH2:34])[CH2:31][CH2:32][C@:20]2([NH:36][CH2:37][CH:38]2[CH2:43][CH2:42][CH2:41][N:40]([C:44]([O:46][C:47]([CH3:50])([CH3:49])[CH3:48])=[O:45])[CH2:39]2)[CH2:19][CH2:18]4)[CH2:15][CH2:14]3)=[CH:7][CH:6]=1)=[O:4].[OH-].[Na+]. (3) Given the product [C:29]([O:28][C:26]([NH:1][C@H:4]1[CH2:9][C@@H:8]([O:10][CH3:11])[CH2:7][N:6]([C:12]([O:14][CH2:15][C:16]2[CH:21]=[CH:20][CH:19]=[CH:18][CH:17]=2)=[O:13])[CH2:5]1)=[O:27])([CH3:32])([CH3:31])[CH3:30], predict the reactants needed to synthesize it. The reactants are: [N:1]([C@H:4]1[CH2:9][C@@H:8]([O:10][CH3:11])[CH2:7][N:6]([C:12]([O:14][CH2:15][C:16]2[CH:21]=[CH:20][CH:19]=[CH:18][CH:17]=2)=[O:13])[CH2:5]1)=[N+]=[N-].CP(C)C.[C:26](O[C:26]([O:28][C:29]([CH3:32])([CH3:31])[CH3:30])=[O:27])([O:28][C:29]([CH3:32])([CH3:31])[CH3:30])=[O:27]. (4) Given the product [OH2:14].[N+:15]([C:13]1[C:4]2[N:5]([N:1]=[N:2][N:3]=2)[C:6]2[C:11]([C:12]=1[OH:14])=[CH:10][CH:9]=[CH:8][CH:7]=2)([O-:17])=[O:16], predict the reactants needed to synthesize it. The reactants are: [N:1]1[N:5]2[C:6]3[C:11]([C:12]([OH:14])=[CH:13][C:4]2=[N:3][N:2]=1)=[CH:10][CH:9]=[CH:8][CH:7]=3.[N+:15]([O-])([OH:17])=[O:16]. (5) Given the product [NH:1]1[C:9]2[C:4](=[CH:5][C:6]([NH:10][C:11]3[C:20]4[C:15](=[CH:16][CH:17]=[CH:18][CH:19]=4)[N:14]=[C:13]([C:21]4[CH:22]=[C:23]([CH:29]=[CH:30][CH:31]=4)[O:24][CH2:25][C:26]([NH:56][CH2:51][CH:52]4[CH2:54][CH2:53]4)=[O:27])[N:12]=3)=[CH:7][CH:8]=2)[CH:3]=[N:2]1, predict the reactants needed to synthesize it. The reactants are: [NH:1]1[C:9]2[C:4](=[CH:5][C:6]([NH:10][C:11]3[C:20]4[C:15](=[CH:16][CH:17]=[CH:18][CH:19]=4)[N:14]=[C:13]([C:21]4[CH:22]=[C:23]([CH:29]=[CH:30][CH:31]=4)[O:24][CH2:25][C:26](O)=[O:27])[N:12]=3)=[CH:7][CH:8]=2)[CH:3]=[N:2]1.C1CN([P+](ON2N=[N:56][C:51]3[CH:52]=[CH:53][CH:54]=CC2=3)(N2CCCC2)N2CCCC2)CC1.F[P-](F)(F)(F)(F)F.CCN(C(C)C)C(C)C.C1(CN)CC1. (6) Given the product [CH3:21][O:20][C:17]1[CH:16]=[CH:15][C:14]([CH2:13][C:8]2([C:6]([NH:5][C@H:4]([C:3]([OH:2])=[O:30])[CH2:22][C:23]3[CH:24]=[CH:25][C:26]([NH:29][C:36]([C:35]4[CH:39]=[CH:40][CH:41]=[CH:42][C:34]=4[N+:31]([O-:33])=[O:32])=[O:37])=[CH:27][CH:28]=3)=[O:7])[CH2:9][CH2:10][CH2:11][CH2:12]2)=[CH:19][CH:18]=1, predict the reactants needed to synthesize it. The reactants are: C[O:2][C:3](=[O:30])[C@H:4]([CH2:22][C:23]1[CH:28]=[CH:27][C:26]([NH2:29])=[CH:25][CH:24]=1)[NH:5][C:6]([C:8]1([CH2:13][C:14]2[CH:19]=[CH:18][C:17]([O:20][CH3:21])=[CH:16][CH:15]=2)[CH2:12][CH2:11][CH2:10][CH2:9]1)=[O:7].[N+:31]([C:34]1[CH:42]=[CH:41][CH:40]=[CH:39][C:35]=1[C:36](O)=[O:37])([O-:33])=[O:32]. (7) Given the product [Cl:1][C:2]1[C:3]([O:12][C:13]2[CH:18]=[C:17]([O:19][CH2:20][CH:21]3[CH2:25][CH2:24][CH2:23][O:22]3)[CH:16]=[CH:15][C:14]=2[CH2:26][CH2:27][CH2:28][OH:29])=[N:4][CH:5]=[C:6]([C:8]([F:11])([F:10])[F:9])[CH:7]=1, predict the reactants needed to synthesize it. The reactants are: [Cl:1][C:2]1[C:3]([O:12][C:13]2[CH:18]=[C:17]([O:19][CH2:20][CH:21]3[CH2:25][CH2:24][CH2:23][O:22]3)[CH:16]=[CH:15][C:14]=2[CH2:26][CH2:27][C:28](OCC)=[O:29])=[N:4][CH:5]=[C:6]([C:8]([F:11])([F:10])[F:9])[CH:7]=1.[H-].C([Al+]CC(C)C)C(C)C.CO.O.